From a dataset of Peptide-MHC class I binding affinity with 185,985 pairs from IEDB/IMGT. Regression. Given a peptide amino acid sequence and an MHC pseudo amino acid sequence, predict their binding affinity value. This is MHC class I binding data. (1) The peptide sequence is KSNRIPFLY. The MHC is HLA-B58:01 with pseudo-sequence HLA-B58:01. The binding affinity (normalized) is 0.936. (2) The peptide sequence is SRQRQAIPY. The MHC is HLA-B08:02 with pseudo-sequence HLA-B08:02. The binding affinity (normalized) is 0.0847. (3) The peptide sequence is LALYSPPLI. The MHC is HLA-A02:01 with pseudo-sequence HLA-A02:01. The binding affinity (normalized) is 0.308. (4) The peptide sequence is FTLNHVLALK. The MHC is HLA-A03:01 with pseudo-sequence HLA-A03:01. The binding affinity (normalized) is 0.782. (5) The peptide sequence is MRHNSREPY. The MHC is HLA-A68:02 with pseudo-sequence HLA-A68:02. The binding affinity (normalized) is 0.0847. (6) The peptide sequence is LYNTVATLY. The MHC is HLA-A02:03 with pseudo-sequence HLA-A02:03. The binding affinity (normalized) is 0.413. (7) The peptide sequence is FSSRMYCSFY. The MHC is HLA-A30:02 with pseudo-sequence HLA-A30:02. The binding affinity (normalized) is 0.929. (8) The peptide sequence is IRFKDDSSF. The MHC is HLA-A02:03 with pseudo-sequence HLA-A02:03. The binding affinity (normalized) is 0.0847.